Dataset: NCI-60 drug combinations with 297,098 pairs across 59 cell lines. Task: Regression. Given two drug SMILES strings and cell line genomic features, predict the synergy score measuring deviation from expected non-interaction effect. (1) Drug 1: C1=C(C(=O)NC(=O)N1)N(CCCl)CCCl. Drug 2: C1C(C(OC1N2C=NC(=NC2=O)N)CO)O. Cell line: RXF 393. Synergy scores: CSS=23.0, Synergy_ZIP=-10.9, Synergy_Bliss=-2.23, Synergy_Loewe=1.88, Synergy_HSA=2.59. (2) Drug 1: CNC(=O)C1=CC=CC=C1SC2=CC3=C(C=C2)C(=NN3)C=CC4=CC=CC=N4. Drug 2: C1CCC(C(C1)N)N.C(=O)(C(=O)[O-])[O-].[Pt+4]. Cell line: U251. Synergy scores: CSS=17.4, Synergy_ZIP=-4.84, Synergy_Bliss=-1.84, Synergy_Loewe=1.28, Synergy_HSA=2.50. (3) Drug 1: CCCCC(=O)OCC(=O)C1(CC(C2=C(C1)C(=C3C(=C2O)C(=O)C4=C(C3=O)C=CC=C4OC)O)OC5CC(C(C(O5)C)O)NC(=O)C(F)(F)F)O. Cell line: RPMI-8226. Drug 2: C1C(C(OC1N2C=NC(=NC2=O)N)CO)O. Synergy scores: CSS=47.1, Synergy_ZIP=-3.55, Synergy_Bliss=-1.06, Synergy_Loewe=-3.94, Synergy_HSA=-0.316. (4) Drug 1: C1CC(=O)NC(=O)C1N2CC3=C(C2=O)C=CC=C3N. Drug 2: C1=C(C(=O)NC(=O)N1)N(CCCl)CCCl. Cell line: NCI-H226. Synergy scores: CSS=13.2, Synergy_ZIP=-3.28, Synergy_Bliss=1.39, Synergy_Loewe=-3.52, Synergy_HSA=2.45. (5) Drug 1: CCC1(CC2CC(C3=C(CCN(C2)C1)C4=CC=CC=C4N3)(C5=C(C=C6C(=C5)C78CCN9C7C(C=CC9)(C(C(C8N6C=O)(C(=O)OC)O)OC(=O)C)CC)OC)C(=O)OC)O.OS(=O)(=O)O. Drug 2: C1C(C(OC1N2C=NC(=NC2=O)N)CO)O. Cell line: NCI-H226. Synergy scores: CSS=6.05, Synergy_ZIP=-3.56, Synergy_Bliss=-4.85, Synergy_Loewe=-23.4, Synergy_HSA=-3.04. (6) Drug 1: C1C(C(OC1N2C=C(C(=O)NC2=O)F)CO)O. Drug 2: CC(C)NC(=O)C1=CC=C(C=C1)CNNC.Cl. Cell line: SN12C. Synergy scores: CSS=7.11, Synergy_ZIP=-2.65, Synergy_Bliss=0.637, Synergy_Loewe=-10.8, Synergy_HSA=-3.18.